From a dataset of Full USPTO retrosynthesis dataset with 1.9M reactions from patents (1976-2016). Predict the reactants needed to synthesize the given product. (1) Given the product [C:26]([N:20]1[CH2:25][CH2:24][N:23]([S:16]([C:14]2[S:15][C:11]([C:7]3[S:6][C:5]([NH:4][C:1](=[O:3])[CH3:2])=[N:9][C:8]=3[CH3:10])=[CH:12][CH:13]=2)(=[O:18])=[O:17])[CH2:22][CH2:21]1)(=[O:28])[CH3:27], predict the reactants needed to synthesize it. The reactants are: [C:1]([NH:4][C:5]1[S:6][C:7]([C:11]2[S:15][C:14]([S:16](Cl)(=[O:18])=[O:17])=[CH:13][CH:12]=2)=[C:8]([CH3:10])[N:9]=1)(=[O:3])[CH3:2].[N:20]1([C:26](=[O:28])[CH3:27])[CH2:25][CH2:24][NH:23][CH2:22][CH2:21]1.C(N(C(C)C)CC)(C)C. (2) Given the product [Cl:1][C:2]1[N:7]=[CH:6][C:5]([S:8]([NH:19][CH:16]2[CH2:17][CH2:18][S:13](=[O:20])(=[O:12])[CH2:14][CH2:15]2)(=[O:10])=[O:9])=[CH:4][CH:3]=1, predict the reactants needed to synthesize it. The reactants are: [Cl:1][C:2]1[N:7]=[CH:6][C:5]([S:8](Cl)(=[O:10])=[O:9])=[CH:4][CH:3]=1.[O:12]=[S:13]1(=[O:20])[CH2:18][CH2:17][CH:16]([NH2:19])[CH2:15][CH2:14]1. (3) Given the product [CH3:1][O:2][C:3]1[CH:8]=[C:7]([CH:6]=[CH:5][C:4]=1[N:12]1[CH:16]=[N:15][C:14]([CH3:17])=[N:13]1)[NH2:9], predict the reactants needed to synthesize it. The reactants are: [CH3:1][O:2][C:3]1[CH:8]=[C:7]([N+:9]([O-])=O)[CH:6]=[CH:5][C:4]=1[N:12]1[CH:16]=[N:15][C:14]([CH3:17])=[N:13]1. (4) The reactants are: [OH:1][C@H:2]1[CH2:6][CH2:5][NH:4][CH2:3]1.F[C:8]1[CH:15]=[CH:14][C:13]([C:16]2[N:21]=[C:20]([NH:22][C:23]3[CH:28]=[CH:27][C:26]([N:29]4[CH2:34][CH2:33][N:32]([CH:35]5[CH2:38][O:37][CH2:36]5)[CH2:31][CH2:30]4)=[CH:25][CH:24]=3)[N:19]=[CH:18][N:17]=2)=[CH:12][C:9]=1[C:10]#[N:11]. Given the product [OH:1][C@H:2]1[CH2:6][CH2:5][N:4]([C:8]2[CH:15]=[CH:14][C:13]([C:16]3[N:21]=[C:20]([NH:22][C:23]4[CH:24]=[CH:25][C:26]([N:29]5[CH2:34][CH2:33][N:32]([CH:35]6[CH2:38][O:37][CH2:36]6)[CH2:31][CH2:30]5)=[CH:27][CH:28]=4)[N:19]=[CH:18][N:17]=3)=[CH:12][C:9]=2[C:10]#[N:11])[CH2:3]1, predict the reactants needed to synthesize it. (5) Given the product [ClH:1].[C:28]([CH2:27][N:26]1[C:22](/[CH:21]=[C:16]2\[CH2:15][N:14]([CH:6]([C:7]3[CH:12]=[CH:11][CH:10]=[CH:9][C:8]=3[F:13])[C:5]([CH:2]3[CH2:3][CH2:4]3)=[O:32])[CH2:19][CH2:18][CH:17]\2[SH:20])=[CH:23][N:24]=[N:25]1)([OH:30])=[O:29], predict the reactants needed to synthesize it. The reactants are: [ClH:1].[CH:2]1([C:5](=[O:32])[CH:6]([N:14]2[CH2:19][CH2:18][CH:17]([SH:20])/[C:16](=[CH:21]/[C:22]3[N:26]([CH2:27][C:28]([O:30]C)=[O:29])[N:25]=[N:24][CH:23]=3)/[CH2:15]2)[C:7]2[CH:12]=[CH:11][CH:10]=[CH:9][C:8]=2[F:13])[CH2:4][CH2:3]1.Cl. (6) Given the product [Cl:1][C:2]1[CH:3]=[C:4]([C:16]#[C:15][C:17]2[CH:18]=[CH:19][C:20]([NH:23][C:24](=[O:33])[CH2:25][CH2:26][C:27](=[O:32])[CH:28]=[C:29]([CH3:31])[CH3:30])=[CH:21][CH:22]=2)[CH:5]=[C:6]([N:8]2[CH2:13][CH2:12][O:11][CH2:10][CH2:9]2)[N:7]=1, predict the reactants needed to synthesize it. The reactants are: [Cl:1][C:2]1[N:7]=[C:6]([N:8]2[CH2:13][CH2:12][O:11][CH2:10][CH2:9]2)[CH:5]=[C:4](I)[CH:3]=1.[C:15]([C:17]1[CH:22]=[CH:21][C:20]([NH:23][C:24](=[O:33])[CH2:25][CH2:26][C:27](=[O:32])[CH:28]=[C:29]([CH3:31])[CH3:30])=[CH:19][CH:18]=1)#[CH:16].C(C1C=CC(N)=CC=1)#C.CC(C)=CC(=O)CCC(O)=O.CCN(C(C)C)C(C)C.